This data is from Forward reaction prediction with 1.9M reactions from USPTO patents (1976-2016). The task is: Predict the product of the given reaction. (1) Given the reactants [O:1]=[C:2]1[C:6]2([CH2:11][CH2:10][N:9]([C:12]([O:14][C:15]([CH3:18])([CH3:17])[CH3:16])=[O:13])[CH2:8][CH2:7]2)[CH2:5][CH2:4][N:3]1[C:19]1[CH2:20][O:21][C:22](=[O:24])[CH:23]=1.C1C(=O)N([Cl:32])C(=O)C1, predict the reaction product. The product is: [Cl:32][C:23]1[C:22](=[O:24])[O:21][CH2:20][C:19]=1[N:3]1[CH2:4][CH2:5][C:6]2([CH2:11][CH2:10][N:9]([C:12]([O:14][C:15]([CH3:17])([CH3:18])[CH3:16])=[O:13])[CH2:8][CH2:7]2)[C:2]1=[O:1]. (2) The product is: [C:37]([O:36][CH2:35][O:34][C:33]([NH:1][CH2:2][C@@H:3]1[O:7][C:6](=[O:8])[N:5]([C:9]2[CH:14]=[CH:13][C:12]([CH:15]3[CH2:20][CH2:19][S:18](=[O:21])(=[O:22])[CH2:17][CH2:16]3)=[C:11]([F:23])[CH:10]=2)[CH2:4]1)=[O:40])(=[O:39])[CH3:38]. Given the reactants [NH2:1][CH2:2][C@@H:3]1[O:7][C:6](=[O:8])[N:5]([C:9]2[CH:14]=[CH:13][C:12]([CH:15]3[CH2:20][CH2:19][S:18](=[O:22])(=[O:21])[CH2:17][CH2:16]3)=[C:11]([F:23])[CH:10]=2)[CH2:4]1.C(N(C(C)C)CC)(C)C.[C:33](Cl)(=[O:40])[O:34][CH2:35][O:36][C:37](=[O:39])[CH3:38], predict the reaction product.